This data is from NCI-60 drug combinations with 297,098 pairs across 59 cell lines. The task is: Regression. Given two drug SMILES strings and cell line genomic features, predict the synergy score measuring deviation from expected non-interaction effect. (1) Drug 1: CNC(=O)C1=CC=CC=C1SC2=CC3=C(C=C2)C(=NN3)C=CC4=CC=CC=N4. Drug 2: CC1OCC2C(O1)C(C(C(O2)OC3C4COC(=O)C4C(C5=CC6=C(C=C35)OCO6)C7=CC(=C(C(=C7)OC)O)OC)O)O. Cell line: SN12C. Synergy scores: CSS=50.0, Synergy_ZIP=5.61, Synergy_Bliss=7.36, Synergy_Loewe=7.79, Synergy_HSA=9.34. (2) Drug 1: C1CCC(CC1)NC(=O)N(CCCl)N=O. Cell line: SW-620. Drug 2: C(CC(=O)O)C(=O)CN.Cl. Synergy scores: CSS=29.6, Synergy_ZIP=5.06, Synergy_Bliss=5.13, Synergy_Loewe=-20.3, Synergy_HSA=3.53.